Dataset: Forward reaction prediction with 1.9M reactions from USPTO patents (1976-2016). Task: Predict the product of the given reaction. The product is: [CH3:1][O:2][C:3](=[O:4])[NH:5][C:6]1[CH:11]=[CH:10][C:9]([NH:12][CH2:13][CH:14]2[CH2:19][CH2:18][CH2:17][CH2:16][N:15]2[CH3:20])=[C:8]([N+:27]([O-:29])=[O:28])[CH:7]=1. Given the reactants [CH3:1][O:2][C:3]([NH:5][C:6]1[CH:11]=[CH:10][C:9]([NH:12][CH2:13][CH:14]2[CH2:19][CH2:18][CH2:17][CH2:16][N:15]2[C:20](OC(C)(C)C)=O)=[C:8]([N+:27]([O-:29])=[O:28])[CH:7]=1)=[O:4].[BH-](OC(C)=O)(OC(C)=O)OC(C)=O.[Na+], predict the reaction product.